This data is from Forward reaction prediction with 1.9M reactions from USPTO patents (1976-2016). The task is: Predict the product of the given reaction. (1) The product is: [F:1][C:2]1[C:3]([C:22]([F:24])([F:25])[F:23])=[C:4]([CH:9]2[CH2:14][CH2:13][N:12]([C:15]([O:17][C:18]([CH3:21])([CH3:20])[CH3:19])=[O:16])[CH2:11][CH2:10]2)[CH:5]=[CH:6][C:7]=1[F:8]. Given the reactants [F:1][C:2]1[C:3]([C:22]([F:25])([F:24])[F:23])=[C:4]([C:9]2[CH2:14][CH2:13][N:12]([C:15]([O:17][C:18]([CH3:21])([CH3:20])[CH3:19])=[O:16])[CH2:11][CH:10]=2)[CH:5]=[CH:6][C:7]=1[F:8], predict the reaction product. (2) Given the reactants [NH2:1][CH2:2][CH2:3][O:4][CH2:5][CH2:6][N:7]1[C:19]2[C:18]3[CH:17]=[CH:16][CH:15]=[CH:14][C:13]=3[N:12]=[C:11]([NH2:20])[C:10]=2[N:9]=[C:8]1[CH2:21][CH3:22].[CH:23]1([N:29]=[C:30]=[O:31])[CH2:28][CH2:27][CH2:26][CH2:25][CH2:24]1, predict the reaction product. The product is: [NH2:20][C:11]1[C:10]2[N:9]=[C:8]([CH2:21][CH3:22])[N:7]([CH2:6][CH2:5][O:4][CH2:3][CH2:2][NH:1][C:30]([NH:29][CH:23]3[CH2:28][CH2:27][CH2:26][CH2:25][CH2:24]3)=[O:31])[C:19]=2[C:18]2[CH:17]=[CH:16][CH:15]=[CH:14][C:13]=2[N:12]=1.